Dataset: Full USPTO retrosynthesis dataset with 1.9M reactions from patents (1976-2016). Task: Predict the reactants needed to synthesize the given product. (1) Given the product [CH3:39][CH:38]([S:35]([NH:34][CH:30]1[CH2:31][CH2:32][CH:33]=[C:29]1[C:26]1[CH:25]=[CH:24][C:23]([O:22][CH2:21][CH2:20][NH:19][S:4]([CH:1]([CH3:3])[CH3:2])(=[O:6])=[O:5])=[CH:28][CH:27]=1)(=[O:37])=[O:36])[CH3:40], predict the reactants needed to synthesize it. The reactants are: [CH:1]([S:4](Cl)(=[O:6])=[O:5])([CH3:3])[CH3:2].C1CCN2C(=NCCC2)CC1.[NH2:19][CH2:20][CH2:21][O:22][C:23]1[CH:28]=[CH:27][C:26]([C:29]2[CH:30]([NH:34][S:35]([CH:38]([CH3:40])[CH3:39])(=[O:37])=[O:36])[CH2:31][CH2:32][CH:33]=2)=[CH:25][CH:24]=1. (2) Given the product [F:39][CH:37]([F:38])[O:36][C:22]1[C:23](=[O:35])[N:24]([CH2:26][C:27]2[CH:32]=[CH:31][C:30]([O:33][CH3:34])=[CH:29][CH:28]=2)[N:25]=[C:20]([CH2:19][OH:18])[CH:21]=1, predict the reactants needed to synthesize it. The reactants are: [Si]([O:18][CH2:19][C:20]1[CH:21]=[C:22]([O:36][CH:37]([F:39])[F:38])[C:23](=[O:35])[N:24]([CH2:26][C:27]2[CH:32]=[CH:31][C:30]([O:33][CH3:34])=[CH:29][CH:28]=2)[N:25]=1)(C(C)(C)C)(C1C=CC=CC=1)C1C=CC=CC=1.CCCC[N+](CCCC)(CCCC)CCCC.[F-].